From a dataset of Reaction yield outcomes from USPTO patents with 853,638 reactions. Predict the reaction yield, written as a fraction of the theoretical maximum amount of product (1.0 means a 100% yield; for example, 0.34 means a 34% yield). (1) The reactants are [CH:1]([O:4][C:5]([N:7]1[CH2:12][CH2:11][CH:10]([OH:13])[CH2:9][CH2:8]1)=[O:6])([CH3:3])[CH3:2].[H-].[Na+].[Br:16][C:17]1[CH:22]=[CH:21][C:20]([N:23]2[C:27]3=[N:28][CH:29]=[N:30][C:31](Cl)=[C:26]3[CH:25]=[N:24]2)=[CH:19][CH:18]=1. The catalyst is C1COCC1. The product is [CH:1]([O:4][C:5]([N:7]1[CH2:8][CH2:9][CH:10]([O:13][C:31]2[N:30]=[CH:29][N:28]=[C:27]3[N:23]([C:20]4[CH:19]=[CH:18][C:17]([Br:16])=[CH:22][CH:21]=4)[N:24]=[CH:25][C:26]=23)[CH2:11][CH2:12]1)=[O:6])([CH3:3])[CH3:2]. The yield is 0.810. (2) The reactants are CN(C)/C=[CH:4]/[C:5]1[C:14]([N+:15]([O-:17])=[O:16])=[CH:13][CH:12]=[CH:11][C:6]=1[C:7]([O:9][CH3:10])=[O:8]. The catalyst is CCOC(C)=O. The product is [N+:15]([C:14]1[CH:13]=[CH:12][CH:11]=[C:6]2[C:5]=1[CH:4]=[CH:10][O:9][C:7]2=[O:8])([O-:17])=[O:16]. The yield is 0.820. (3) The reactants are [Br:1][C:2]1[CH:7]=[C:6]([C:8]([CH3:10])=[CH2:9])[CH:5]=[CH:4][C:3]=1F.[C:12]([O:16][CH2:17][CH3:18])(=[O:15])[CH:13]=[O:14].O.FC(F)(F)S([O-])(=O)=O.[Yb+3].FC(F)(F)S([O-])(=O)=O.FC(F)(F)S([O-])(=O)=O. The catalyst is C(#N)C. The product is [Br:1][C:2]1[CH:7]=[C:6]([C:8](=[CH2:9])[CH2:10][CH:13]([OH:14])[C:12]([O:16][CH2:17][CH3:18])=[O:15])[CH:5]=[CH:4][CH:3]=1. The yield is 0.870.